Dataset: Forward reaction prediction with 1.9M reactions from USPTO patents (1976-2016). Task: Predict the product of the given reaction. Given the reactants CC#N.[C:4]([O:12][CH2:13][C@@:14]1([C:33]#[CH:34])[O:18][C@@H:17]([N:19]2[CH:27]=[C:25]([CH3:26])[C:23](=[O:24])[NH:22][C:20]2=[O:21])[CH2:16][C@H:15]1OS(C)(=O)=O)(=[O:11])[C:5]1[CH:10]=[CH:9][CH:8]=[CH:7][CH:6]=1.C1CN2C(=NCCC2)C1, predict the reaction product. The product is: [C:4]([O:12][CH2:13][C@@:14]1([C:33]#[CH:34])[O:18][C@@H:17]([N:19]2[CH:27]=[C:25]([CH3:26])[C:23](=[O:24])[NH:22][C:20]2=[O:21])[CH:16]=[CH:15]1)(=[O:11])[C:5]1[CH:10]=[CH:9][CH:8]=[CH:7][CH:6]=1.